Task: Regression/Classification. Given a drug SMILES string, predict its absorption, distribution, metabolism, or excretion properties. Task type varies by dataset: regression for continuous measurements (e.g., permeability, clearance, half-life) or binary classification for categorical outcomes (e.g., BBB penetration, CYP inhibition). Dataset: cyp2d6_veith.. Dataset: CYP2D6 inhibition data for predicting drug metabolism from PubChem BioAssay (1) The compound is S=c1nc(-c2ccccc2)oc2c1CCCC2. The result is 0 (non-inhibitor). (2) The drug is COc1ccc(-c2nc3cnc(OC)nc3n(C[C@H]3CCCO3)c2=O)cc1. The result is 0 (non-inhibitor). (3) The result is 0 (non-inhibitor). The compound is COc1cc(OC)nc(NC(C)=O)n1. (4) The compound is CS(=O)(=O)N1CCC2(CCN(Cc3nccs3)CC2)CC1. The result is 0 (non-inhibitor). (5) The molecule is CO[C@H]1COC(=O)C/C=C\[C@H](C)COC(=O)[C@@H](OCc2ccccc2)/C=C\[C@@H]1C. The result is 0 (non-inhibitor).